Dataset: Peptide-MHC class I binding affinity with 185,985 pairs from IEDB/IMGT. Task: Regression. Given a peptide amino acid sequence and an MHC pseudo amino acid sequence, predict their binding affinity value. This is MHC class I binding data. (1) The peptide sequence is AVRNAKAAV. The MHC is HLA-B27:05 with pseudo-sequence HLA-B27:05. The binding affinity (normalized) is 0.0847. (2) The peptide sequence is IISEEYLSK. The MHC is HLA-A68:01 with pseudo-sequence HLA-A68:01. The binding affinity (normalized) is 0.171. (3) The peptide sequence is IRIPRTPSR. The MHC is Patr-A0401 with pseudo-sequence Patr-A0401. The binding affinity (normalized) is 0.371. (4) The peptide sequence is DEIGEDVA. The MHC is HLA-B40:02 with pseudo-sequence HLA-B40:02. The binding affinity (normalized) is 0.135. (5) The peptide sequence is RPQKRPSCI. The MHC is HLA-A26:01 with pseudo-sequence HLA-A26:01. The binding affinity (normalized) is 0. (6) The MHC is HLA-B37:01 with pseudo-sequence HLA-B37:01. The binding affinity (normalized) is 0.265. The peptide sequence is AEMWAQDA. (7) The peptide sequence is EYRKILRQR. The MHC is HLA-A03:01 with pseudo-sequence HLA-A03:01. The binding affinity (normalized) is 0. (8) The peptide sequence is LMIVARHER. The MHC is HLA-A31:01 with pseudo-sequence HLA-A31:01. The binding affinity (normalized) is 0.848. (9) The peptide sequence is DAVEDFLAF. The MHC is HLA-A23:01 with pseudo-sequence HLA-A23:01. The binding affinity (normalized) is 0.0847.